From a dataset of Full USPTO retrosynthesis dataset with 1.9M reactions from patents (1976-2016). Predict the reactants needed to synthesize the given product. (1) Given the product [CH:1]1([CH2:7][N:8]2[CH:12]=[CH:11][C:10]([C:13]([OH:15])=[O:14])=[C:9]2[CH3:16])[CH2:2][CH2:3][CH2:4][CH2:5][CH2:6]1, predict the reactants needed to synthesize it. The reactants are: [CH:1]1([CH2:7][N:8]2[CH:12]=[CH:11][C:10]([C:13]([O-:15])=[O:14])=[C:9]2[CH2:16]C)[CH2:6][CH2:5][CH2:4][CH2:3][CH2:2]1.[OH-].[K+]. (2) Given the product [NH2:19][C:3]1[CH:4]=[C:5]([CH:17]=[CH:18][C:2]=1[NH2:1])[C:6]([NH:8][C:9]1[CH:14]=[CH:13][C:12]([CH3:15])=[C:11]([CH3:16])[CH:10]=1)=[O:7], predict the reactants needed to synthesize it. The reactants are: [NH2:1][C:2]1[CH:18]=[CH:17][C:5]([C:6]([NH:8][C:9]2[CH:14]=[CH:13][C:12]([CH3:15])=[C:11]([CH3:16])[CH:10]=2)=[O:7])=[CH:4][C:3]=1[N+:19]([O-])=O.